From a dataset of Forward reaction prediction with 1.9M reactions from USPTO patents (1976-2016). Predict the product of the given reaction. (1) Given the reactants [NH2:1][C:2]1[CH:3]=[C:4]([C:8]2[S:12][C:11]([C:13]3[CH:14]=[C:15]4[C:19](=[CH:20][CH:21]=3)[C:18](=[O:22])[N:17]([CH3:23])[CH2:16]4)=[CH:10][CH:9]=2)[CH:5]=[N:6][CH:7]=1.[Cl:24][C:25]1[CH:26]=[C:27]([S:31](Cl)(=[O:33])=[O:32])[CH:28]=[CH:29][CH:30]=1, predict the reaction product. The product is: [Cl:24][C:25]1[CH:26]=[C:27]([S:31]([NH:1][C:2]2[CH:7]=[N:6][CH:5]=[C:4]([C:8]3[S:12][C:11]([C:13]4[CH:14]=[C:15]5[C:19](=[CH:20][CH:21]=4)[C:18](=[O:22])[N:17]([CH3:23])[CH2:16]5)=[CH:10][CH:9]=3)[CH:3]=2)(=[O:33])=[O:32])[CH:28]=[CH:29][CH:30]=1. (2) Given the reactants [Li]CCCC.C[CH2:7][CH2:8][CH2:9][CH2:10][CH3:11].[C:12]([OH:17])(=[O:16])CC=C.[CH:18](I)(C)C, predict the reaction product. The product is: [CH:10]([CH:9]([CH:8]=[CH2:7])[C:12]([OH:17])=[O:16])([CH3:11])[CH3:18]. (3) Given the reactants [N+:1]([C:4]1[CH:9]=[CH:8][C:7]([S:10][CH2:11][CH2:12][N:13]2[CH:17]=[CH:16][N:15]=[CH:14]2)=[CH:6][CH:5]=1)([O-])=O.[Cl-].[Ca+2].[Cl-], predict the reaction product. The product is: [N:13]1([CH2:12][CH2:11][S:10][C:7]2[CH:8]=[CH:9][C:4]([NH2:1])=[CH:5][CH:6]=2)[CH:17]=[CH:16][N:15]=[CH:14]1. (4) Given the reactants [OH:1][C@@H:2]([C@H:4]1[C:34](=[O:35])[N:6]2[C:7]([C:21]([O:23][CH2:24][C:25]3[CH:30]=[CH:29][C:28]([N+:31]([O-:33])=[O:32])=[CH:27][CH:26]=3)=[O:22])=[C:8]([C:11]3[S:15][C:14]4=[C:16]([S:19][CH3:20])[N:17]=[CH:18][N:13]4[CH:12]=3)[C@H:9]([CH3:10])[C@H:5]12)[CH3:3].[Br:36][CH2:37][C:38]([N:40]1[CH2:45][CH2:44][O:43][CH2:42][CH2:41]1)=[O:39], predict the reaction product. The product is: [Br-:36].[OH:1][C@@H:2]([C@H:4]1[C:34](=[O:35])[N:6]2[C:7]([C:21]([O:23][CH2:24][C:25]3[CH:26]=[CH:27][C:28]([N+:31]([O-:33])=[O:32])=[CH:29][CH:30]=3)=[O:22])=[C:8]([C:11]3[S:15][C:14]4=[C:16]([S:19][CH3:20])[N:17]([CH2:37][C:38]([N:40]5[CH2:45][CH2:44][O:43][CH2:42][CH2:41]5)=[O:39])[CH:18]=[N+:13]4[CH:12]=3)[C@H:9]([CH3:10])[C@H:5]12)[CH3:3]. (5) Given the reactants Br[CH2:2][C:3]([C:5]1[C:10]([CH3:11])=[CH:9][C:8]([O:12][C:13]2[CH:18]=[CH:17][C:16]([O:19][C:20]3[CH:25]=[CH:24][CH:23]=[CH:22][CH:21]=3)=[CH:15][CH:14]=2)=[CH:7][C:6]=1[CH3:26])=O.[NH2:27][C:28]([NH2:30])=[S:29], predict the reaction product. The product is: [CH3:11][C:10]1[CH:9]=[C:8]([O:12][C:13]2[CH:18]=[CH:17][C:16]([O:19][C:20]3[CH:21]=[CH:22][CH:23]=[CH:24][CH:25]=3)=[CH:15][CH:14]=2)[CH:7]=[C:6]([CH3:26])[C:5]=1[C:3]1[N:27]=[C:28]([NH2:30])[S:29][CH:2]=1. (6) Given the reactants [CH3:1][O:2][C:3]1[CH:8]=[N:7][C:6]([C:9]2[CH:14]=[CH:13][C:12]([N:15]3[CH2:20][CH2:19][N:18](C(OC(C)(C)C)=O)[CH2:17][CH2:16]3)=[CH:11][CH:10]=2)=[C:5]2[NH:28][CH:29]=[C:30]([C:31](=[O:51])[C:32](=[O:50])[N:33]3[CH2:38][CH2:37][N:36]([C:39]4[N:43]([C:44]5[CH:49]=[CH:48][CH:47]=[CH:46][N:45]=5)[N:42]=[N:41][N:40]=4)[CH2:35][CH2:34]3)[C:4]=12.Cl, predict the reaction product. The product is: [CH3:1][O:2][C:3]1[CH:8]=[N:7][C:6]([C:9]2[CH:14]=[CH:13][C:12]([N:15]3[CH2:16][CH2:17][NH:18][CH2:19][CH2:20]3)=[CH:11][CH:10]=2)=[C:5]2[NH:28][CH:29]=[C:30]([C:31](=[O:51])[C:32]([N:33]3[CH2:38][CH2:37][N:36]([C:39]4[N:43]([C:44]5[CH:49]=[CH:48][CH:47]=[CH:46][N:45]=5)[N:42]=[N:41][N:40]=4)[CH2:35][CH2:34]3)=[O:50])[C:4]=12. (7) Given the reactants [Cl:1][C:2]1[CH:7]=[CH:6][C:5]([N:8]([CH3:13])[S:9]([CH3:12])(=[O:11])=[O:10])=[C:4]([C:14]#[N:15])[CH:3]=1.[C:16](O[C:16]([O:18][C:19]([CH3:22])([CH3:21])[CH3:20])=[O:17])([O:18][C:19]([CH3:22])([CH3:21])[CH3:20])=[O:17].[BH4-].[Na+], predict the reaction product. The product is: [Cl:1][C:2]1[CH:7]=[CH:6][C:5]([N:8]([CH3:13])[S:9]([CH3:12])(=[O:11])=[O:10])=[C:4]([CH:3]=1)[CH2:14][NH:15][C:16](=[O:17])[O:18][C:19]([CH3:22])([CH3:21])[CH3:20]. (8) Given the reactants Cl[C:2]1[N:11]=[C:10]([C:12]2[CH:17]=[CH:16][C:15]([N:18]([CH3:20])[CH3:19])=[CH:14][CH:13]=2)[CH:9]=[C:8]2[C:3]=1[CH:4]=[CH:5][CH:6]=[N:7]2.[NH2:21][CH2:22][CH2:23][CH2:24][NH2:25], predict the reaction product. The product is: [NH2:21][CH2:22][CH2:23][CH2:24][NH:25][C:2]1[N:11]=[C:10]([C:12]2[CH:17]=[CH:16][C:15]([N:18]([CH3:20])[CH3:19])=[CH:14][CH:13]=2)[CH:9]=[C:8]2[C:3]=1[CH:4]=[CH:5][CH:6]=[N:7]2. (9) Given the reactants COC1C=CC(C[O:8][C:9]2[N:14]=[C:13]([C:15]3[CH:28]=[CH:27][CH:26]=[C:25]4[C:16]=3[S:17][C:18]3[CH:19]=[CH:20][C:21]([NH:29]C(=O)OC(C)(C)C)=[CH:22][C:23]=3[CH2:24]4)[CH:12]=[C:11]([N:37]3[CH2:42][CH2:41][O:40][CH2:39][CH2:38]3)[CH:10]=2)=CC=1, predict the reaction product. The product is: [NH2:29][C:21]1[CH:22]=[C:23]2[C:18]([S:17][C:16]3[C:15]([C:13]4[NH:14][C:9](=[O:8])[CH:10]=[C:11]([N:37]5[CH2:42][CH2:41][O:40][CH2:39][CH2:38]5)[CH:12]=4)=[CH:28][CH:27]=[CH:26][C:25]=3[CH2:24]2)=[CH:19][CH:20]=1. (10) Given the reactants Br[C:2]1[CH:7]=[C:6]([F:8])[C:5]([Cl:9])=[CH:4][C:3]=1[F:10].C([Mg]Br)(C)C.C(O[B:20]1[O:24][C:23]([CH3:26])([CH3:25])[C:22]([CH3:28])([CH3:27])[O:21]1)(C)C.[Cl-].[NH4+], predict the reaction product. The product is: [Cl:9][C:5]1[C:6]([F:8])=[CH:7][C:2]([B:20]2[O:24][C:23]([CH3:26])([CH3:25])[C:22]([CH3:28])([CH3:27])[O:21]2)=[C:3]([F:10])[CH:4]=1.